From a dataset of Reaction yield outcomes from USPTO patents with 853,638 reactions. Predict the reaction yield, written as a fraction of the theoretical maximum amount of product (1.0 means a 100% yield; for example, 0.34 means a 34% yield). (1) The reactants are [N:1]1([C:6]2[C:7]([N+:17]([O-])=O)=[C:8]([CH:14]=[CH:15][CH:16]=2)[C:9]([O:11][CH2:12][CH3:13])=[O:10])[CH:5]=[CH:4][N:3]=[CH:2]1. The catalyst is C(O)C. The product is [NH2:17][C:7]1[C:6]([N:1]2[CH:5]=[CH:4][N:3]=[CH:2]2)=[CH:16][CH:15]=[CH:14][C:8]=1[C:9]([O:11][CH2:12][CH3:13])=[O:10]. The yield is 0.610. (2) The reactants are [Br:1][CH2:2][CH2:3][CH2:4][CH:5]=[CH2:6].[CH3:7][C@@:8]12[C@H:18]3[CH2:19][CH2:20][C@:21]4([CH3:31])[C@@:25]5([O:30]C(=O)CC5)[CH2:24][CH2:23][C@H:22]4[C@@H:17]3[CH:16]=[CH:15][C:14]1=[CH:13][C:11](=[O:12])[CH2:10][CH2:9]2.C[Si](Cl)(C)C. The catalyst is C(Cl)Cl.CCOCC. The product is [Br:1][CH2:2][CH2:3][CH2:4][CH2:5][CH2:6][C@@H:9]1[C@@:8]2([CH3:7])[C:14]([CH2:15][CH2:16][C@@H:17]3[C@@H:18]2[CH2:19][CH2:20][C@@:21]2([CH3:31])[C@H:22]3[CH2:23][CH2:24][C:25]2=[O:30])=[CH:13][C:11](=[O:12])[CH2:10]1. The yield is 0.0700.